This data is from Full USPTO retrosynthesis dataset with 1.9M reactions from patents (1976-2016). The task is: Predict the reactants needed to synthesize the given product. (1) Given the product [CH3:1][O:2][C:3]1[CH:4]=[C:5]([C:15]2[CH:23]=[C:18]3[CH:19]=[CH:20][CH:21]=[CH:22][N:17]3[N:16]=2)[CH:6]=[CH:7][C:8]=1[C:9]1[CH:14]=[CH:13][CH:12]=[CH:11][N:10]=1, predict the reactants needed to synthesize it. The reactants are: [CH3:1][O:2][C:3]1[CH:4]=[C:5]([C:15]2[C:23](C(OCC)=O)=[C:18]3[CH:19]=[CH:20][CH:21]=[CH:22][N:17]3[N:16]=2)[CH:6]=[CH:7][C:8]=1[C:9]1[CH:14]=[CH:13][CH:12]=[CH:11][N:10]=1.S(=O)(=O)(O)O. (2) Given the product [Br:1][C:2]1[CH:7]=[N:6][C:5]2[C:8]3[CH:13]=[CH:12][C:11]([Cl:14])=[CH:10][C:9]=3[NH:15][C:4]=2[CH:3]=1, predict the reactants needed to synthesize it. The reactants are: [Br:1][C:2]1[CH:3]=[C:4]([N+:15]([O-])=O)[C:5]([C:8]2[CH:13]=[CH:12][C:11]([Cl:14])=[CH:10][CH:9]=2)=[N:6][CH:7]=1.C1(P(C2C=CC=CC=2)CCP(C2C=CC=CC=2)C2C=CC=CC=2)C=CC=CC=1.